This data is from Catalyst prediction with 721,799 reactions and 888 catalyst types from USPTO. The task is: Predict which catalyst facilitates the given reaction. (1) Reactant: Cl[C:2]([O:4][CH3:5])=[O:3].[Br:6][C:7]1[CH:15]=[CH:14][C:10]([CH2:11][CH2:12][NH2:13])=[CH:9][CH:8]=1.C([O-])([O-])=O.[Na+].[Na+].O. Product: [Br:6][C:7]1[CH:15]=[CH:14][C:10]([CH2:11][CH2:12][NH:13][C:2]([O:4][CH3:5])=[O:3])=[CH:9][CH:8]=1. The catalyst class is: 21. (2) Reactant: [F:1][C:2]1[CH:15]=[CH:14][C:5]([O:6][CH2:7][C:8]([O:10]C(C)C)=[O:9])=[C:4]([CH3:16])[C:3]=1[NH:17][CH2:18][C:19]1[CH:24]=[C:23]([C:25]2[CH:30]=[CH:29][CH:28]=[C:27]([F:31])[CH:26]=2)[CH:22]=[C:21]([CH3:32])[C:20]=1[O:33][CH3:34].[Li+].[OH-]. Product: [F:1][C:2]1[CH:15]=[CH:14][C:5]([O:6][CH2:7][C:8]([OH:10])=[O:9])=[C:4]([CH3:16])[C:3]=1[NH:17][CH2:18][C:19]1[CH:24]=[C:23]([C:25]2[CH:30]=[CH:29][CH:28]=[C:27]([F:31])[CH:26]=2)[CH:22]=[C:21]([CH3:32])[C:20]=1[O:33][CH3:34]. The catalyst class is: 1.